This data is from Forward reaction prediction with 1.9M reactions from USPTO patents (1976-2016). The task is: Predict the product of the given reaction. (1) Given the reactants [CH3:1][O:2][C:3]([CH2:5][C:6]1[CH:7]=[C:8]([S:12][S:12][C:8]2[CH:9]=[CH:10][CH:11]=[C:6]([CH2:5][C:3]([O:2][CH3:1])=[O:4])[CH:7]=2)[CH:9]=[CH:10][CH:11]=1)=[O:4].[BH4-].[Na+], predict the reaction product. The product is: [SH:12][C:8]1[CH:7]=[C:6]([CH2:5][C:3]([O:2][CH3:1])=[O:4])[CH:11]=[CH:10][CH:9]=1. (2) The product is: [CH2:35]([O:1][C:2]1[CH:3]=[C:4]([C:20]([NH:22][CH2:23][C:24]2[CH:25]=[CH:26][C:27]([S:30]([CH3:33])(=[O:31])=[O:32])=[CH:28][CH:29]=2)=[O:21])[C:5](=[O:19])[N:6]([C:9]2[CH:14]=[CH:13][CH:12]=[C:11]([C:15]([F:16])([F:18])[F:17])[CH:10]=2)[C:7]=1[CH3:8])[CH3:36]. Given the reactants [OH:1][C:2]1[CH:3]=[C:4]([C:20]([NH:22][CH2:23][C:24]2[CH:29]=[CH:28][C:27]([S:30]([CH3:33])(=[O:32])=[O:31])=[CH:26][CH:25]=2)=[O:21])[C:5](=[O:19])[N:6]([C:9]2[CH:14]=[CH:13][CH:12]=[C:11]([C:15]([F:18])([F:17])[F:16])[CH:10]=2)[C:7]=1[CH3:8].I[CH2:35][CH3:36].N12CCCN=C1CCCCC2, predict the reaction product. (3) Given the reactants OC(C(F)(F)F)=O.[CH:8]([N:11]1[C:15]([C:16]2[S:17][C:18]3[CH2:19][CH2:20][O:21][C:22]4[CH:29]=[C:28]([CH:30]5[CH2:35][CH2:34][NH:33][CH2:32][CH2:31]5)[CH:27]=[CH:26][C:23]=4[C:24]=3[N:25]=2)=[N:14][CH:13]=[N:12]1)([CH3:10])[CH3:9].[CH3:36][O:37][CH2:38][CH2:39]Br.C(=O)([O-])[O-].[K+].[K+], predict the reaction product. The product is: [CH:8]([N:11]1[C:15]([C:16]2[S:17][C:18]3[CH2:19][CH2:20][O:21][C:22]4[CH:29]=[C:28]([CH:30]5[CH2:35][CH2:34][N:33]([CH2:39][CH2:38][O:37][CH3:36])[CH2:32][CH2:31]5)[CH:27]=[CH:26][C:23]=4[C:24]=3[N:25]=2)=[N:14][CH:13]=[N:12]1)([CH3:10])[CH3:9]. (4) The product is: [NH2:21][CH:18]1[CH2:19][CH2:20][N:15]([CH2:14][CH:9]2[C:8]3[C:13]4=[C:4]([S:3][C:2](=[O:1])[N:12]4[CH2:11][CH2:10]2)[CH:5]=[CH:6][CH:7]=3)[CH2:16][CH2:17]1. Given the reactants [O:1]=[C:2]1[N:12]2[C:13]3[C:8]([CH:9]([CH2:14][N:15]4[CH2:20][CH2:19][CH:18]([NH:21]C(=O)OC(C)(C)C)[CH2:17][CH2:16]4)[CH2:10][CH2:11]2)=[CH:7][CH:6]=[CH:5][C:4]=3[S:3]1.C(O)(C(F)(F)F)=O, predict the reaction product. (5) Given the reactants [F:1][C:2]1[CH:7]=[CH:6][C:5]([C:8]2[C:9]3[CH:16]=[CH:15][C:14]([OH:17])=[CH:13][C:10]=3[S:11][CH:12]=2)=[CH:4][CH:3]=1.[Br:18][CH2:19][CH2:20][CH2:21][CH2:22]Br, predict the reaction product. The product is: [Br:18][CH2:19][CH2:20][CH2:21][CH2:22][O:17][C:14]1[CH:15]=[CH:16][C:9]2[C:8]([C:5]3[CH:6]=[CH:7][C:2]([F:1])=[CH:3][CH:4]=3)=[CH:12][S:11][C:10]=2[CH:13]=1. (6) Given the reactants [C:1]([C:4]1[CH:9]=[C:8]([O:10][C:11]2[C:16]([F:17])=[CH:15][C:14]([NH:18][C:19](=[O:24])[CH2:20][C:21]([OH:23])=O)=[C:13]([F:25])[CH:12]=2)[CH:7]=[CH:6][N:5]=1)(=[O:3])[NH2:2].[C:26]1([CH:32]([NH2:34])[CH3:33])[CH:31]=[CH:30][CH:29]=[CH:28][CH:27]=1.CCN(C(C)C)C(C)C, predict the reaction product. The product is: [F:17][C:16]1[CH:15]=[C:14]([NH:18][C:19](=[O:24])[CH2:20][C:21](=[O:23])[NH:34][CH:32]([C:26]2[CH:31]=[CH:30][CH:29]=[CH:28][CH:27]=2)[CH3:33])[C:13]([F:25])=[CH:12][C:11]=1[O:10][C:8]1[CH:7]=[CH:6][N:5]=[C:4]([C:1]([NH2:2])=[O:3])[CH:9]=1. (7) The product is: [CH2:1]([O:8][CH2:9][C:10]12[CH2:18][CH:14]3[CH2:15][CH:16]([CH2:17]1)[C:12]([C:19](=[O:20])[CH3:24])([CH2:13]3)[CH2:11]2)[C:2]1[CH:3]=[CH:4][CH:5]=[CH:6][CH:7]=1. Given the reactants [CH2:1]([O:8][CH2:9][C:10]12[CH2:18][CH:14]3[CH2:15][CH:16]([CH2:17]1)[C:12]([C:19]1([CH3:24])OCC[O:20]1)([CH2:13]3)[CH2:11]2)[C:2]1[CH:7]=[CH:6][CH:5]=[CH:4][CH:3]=1.C1(C)C=CC(S(O)(=O)=O)=CC=1, predict the reaction product. (8) Given the reactants [CH2:1]([O:5][C:6](=[O:12])[CH2:7][C:8]([CH2:10][OH:11])=[CH2:9])[CH2:2][CH2:3][CH3:4].[CH3:13][C:14]1[CH:23]=[C:22]([CH2:24][O:25][C:26]2[CH:34]=[CH:33][C:29]([CH:30]=[N:31][OH:32])=[CH:28][CH:27]=2)[C:21]2[C:16](=[CH:17][CH:18]=[CH:19][CH:20]=2)[N:15]=1, predict the reaction product. The product is: [CH2:1]([O:5][C:6](=[O:12])[CH2:7][C:8]1([CH:10]=[O:11])[O:32][N:31]=[C:30]([C:29]2[CH:28]=[CH:27][C:26]([O:25][CH2:24][C:22]3[C:21]4[C:16](=[CH:17][CH:18]=[CH:19][CH:20]=4)[N:15]=[C:14]([CH3:13])[CH:23]=3)=[CH:34][CH:33]=2)[CH2:9]1)[CH2:2][CH2:3][CH3:4]. (9) Given the reactants [Br:1][C:2]1[CH:3]=[N:4][C:5]([O:8][C:9]2[CH:23]=[CH:22][C:12]([O:13][CH:14]3[CH:19]4[CH2:20][CH2:21][N:16]([CH2:17][CH2:18]4)[CH2:15]3)=[CH:11][CH:10]=2)=[N:6][CH:7]=1.[F:24][C:25]([F:30])([F:29])[C:26]([OH:28])=[O:27], predict the reaction product. The product is: [F:24][C:25]([F:30])([F:29])[C:26]([OH:28])=[O:27].[Br:1][C:2]1[CH:7]=[N:6][C:5]([O:8][C:9]2[CH:10]=[CH:11][C:12]([O:13][CH:14]3[CH:19]4[CH2:18][CH2:17][N:16]([CH2:21][CH2:20]4)[CH2:15]3)=[CH:22][CH:23]=2)=[N:4][CH:3]=1.